The task is: Predict the reaction yield, written as a fraction of the theoretical maximum amount of product (1.0 means a 100% yield; for example, 0.34 means a 34% yield).. This data is from Reaction yield outcomes from USPTO patents with 853,638 reactions. (1) The reactants are [OH-:1].[Na+].CN([C:11]1[N:16]2[N:17]=[CH:18][C:19]([CH2:20][CH2:21][C:22]([NH:24][CH2:25][CH2:26][CH2:27][N:28]3[CH2:32][CH2:31][CH2:30][C:29]3=[O:33])=[O:23])=[C:15]2[N:14]=[CH:13][N:12]=1)C1C=CC=CC=1. The catalyst is C(O)C. The product is [O:1]=[C:11]1[N:16]2[N:17]=[CH:18][C:19]([CH2:20][CH2:21][C:22]([NH:24][CH2:25][CH2:26][CH2:27][N:28]3[CH2:32][CH2:31][CH2:30][C:29]3=[O:33])=[O:23])=[C:15]2[N:14]=[CH:13][NH:12]1. The yield is 0.660. (2) The reactants are Br[C:2]1[CH:3]=[C:4]2[C:9](=[CH:10][C:11]=1[F:12])[O:8][CH2:7][CH2:6][CH:5]2[C:13]([O:15][CH3:16])=[O:14].[CH3:17][N:18]1CCCC1=O. No catalyst specified. The product is [C:17]([C:2]1[CH:3]=[C:4]2[C:9](=[CH:10][C:11]=1[F:12])[O:8][CH2:7][CH2:6][CH:5]2[C:13]([O:15][CH3:16])=[O:14])#[N:18]. The yield is 0.770. (3) The reactants are [Cl:1][C:2]1[C:3]([F:12])=[C:4]([CH2:8][C:9]([OH:11])=[O:10])[CH:5]=[CH:6][CH:7]=1.S(Cl)(Cl)=O.[CH3:17][CH2:18]O. No catalyst specified. The product is [Cl:1][C:2]1[C:3]([F:12])=[C:4]([CH2:8][C:9]([O:11][CH2:17][CH3:18])=[O:10])[CH:5]=[CH:6][CH:7]=1. The yield is 0.794. (4) The reactants are [CH3:1][O:2][C:3]([C:5]1[C:10](O)=[CH:9][C:8](=[O:12])[N:7]([C:13]2[CH:18]=[CH:17][CH:16]=[CH:15][CH:14]=2)[N:6]=1)=[O:4].P(Cl)(Cl)([Cl:21])=O. No catalyst specified. The product is [CH3:1][O:2][C:3]([C:5]1[C:10]([Cl:21])=[CH:9][C:8](=[O:12])[N:7]([C:13]2[CH:18]=[CH:17][CH:16]=[CH:15][CH:14]=2)[N:6]=1)=[O:4]. The yield is 0.840.